Dataset: Peptide-MHC class I binding affinity with 185,985 pairs from IEDB/IMGT. Task: Regression. Given a peptide amino acid sequence and an MHC pseudo amino acid sequence, predict their binding affinity value. This is MHC class I binding data. The peptide sequence is NIRLTDTEYR. The MHC is HLA-A31:01 with pseudo-sequence HLA-A31:01. The binding affinity (normalized) is 0.623.